From a dataset of Peptide-MHC class II binding affinity with 134,281 pairs from IEDB. Regression. Given a peptide amino acid sequence and an MHC pseudo amino acid sequence, predict their binding affinity value. This is MHC class II binding data. The peptide sequence is PQLTKNAGVLTCSLS. The MHC is HLA-DPA10301-DPB10402 with pseudo-sequence HLA-DPA10301-DPB10402. The binding affinity (normalized) is 0.271.